This data is from NCI-60 drug combinations with 297,098 pairs across 59 cell lines. The task is: Regression. Given two drug SMILES strings and cell line genomic features, predict the synergy score measuring deviation from expected non-interaction effect. (1) Drug 1: CC1=C(C(CCC1)(C)C)C=CC(=CC=CC(=CC(=O)O)C)C. Drug 2: CC1=C(C(=O)C2=C(C1=O)N3CC4C(C3(C2COC(=O)N)OC)N4)N. Cell line: IGROV1. Synergy scores: CSS=13.3, Synergy_ZIP=-5.26, Synergy_Bliss=-3.45, Synergy_Loewe=-13.6, Synergy_HSA=-2.79. (2) Drug 1: CN(C)N=NC1=C(NC=N1)C(=O)N. Drug 2: C1=NNC2=C1C(=O)NC=N2. Cell line: RXF 393. Synergy scores: CSS=0.582, Synergy_ZIP=-1.39, Synergy_Bliss=-1.32, Synergy_Loewe=-0.658, Synergy_HSA=-0.831. (3) Drug 1: C1=CC(=CC=C1CCC2=CNC3=C2C(=O)NC(=N3)N)C(=O)NC(CCC(=O)O)C(=O)O. Drug 2: CC1=C(C=C(C=C1)C(=O)NC2=CC(=CC(=C2)C(F)(F)F)N3C=C(N=C3)C)NC4=NC=CC(=N4)C5=CN=CC=C5. Cell line: SW-620. Synergy scores: CSS=19.7, Synergy_ZIP=4.29, Synergy_Bliss=1.74, Synergy_Loewe=-11.6, Synergy_HSA=-1.17. (4) Cell line: IGROV1. Drug 1: CC(C1=C(C=CC(=C1Cl)F)Cl)OC2=C(N=CC(=C2)C3=CN(N=C3)C4CCNCC4)N. Synergy scores: CSS=14.7, Synergy_ZIP=3.23, Synergy_Bliss=7.19, Synergy_Loewe=5.25, Synergy_HSA=5.53. Drug 2: CCN(CC)CCCC(C)NC1=C2C=C(C=CC2=NC3=C1C=CC(=C3)Cl)OC. (5) Synergy scores: CSS=-3.18, Synergy_ZIP=2.20, Synergy_Bliss=0.436, Synergy_Loewe=-1.95, Synergy_HSA=-2.97. Cell line: BT-549. Drug 1: CS(=O)(=O)CCNCC1=CC=C(O1)C2=CC3=C(C=C2)N=CN=C3NC4=CC(=C(C=C4)OCC5=CC(=CC=C5)F)Cl. Drug 2: CC(C)CN1C=NC2=C1C3=CC=CC=C3N=C2N.